This data is from Full USPTO retrosynthesis dataset with 1.9M reactions from patents (1976-2016). The task is: Predict the reactants needed to synthesize the given product. (1) The reactants are: C1COCC1.[O:6]=[C:7]1[C:15]2[C:10](=[CH:11][CH:12]=[CH:13][CH:14]=2)[C:9](=[O:16])[N:8]1[C:17]1([C:20](N(OC)C)=[O:21])[CH2:19][CH2:18]1.CC(C[AlH]CC(C)C)C. Given the product [O:6]=[C:7]1[C:15]2[C:10](=[CH:11][CH:12]=[CH:13][CH:14]=2)[C:9](=[O:16])[N:8]1[C:17]1([CH:20]=[O:21])[CH2:18][CH2:19]1, predict the reactants needed to synthesize it. (2) Given the product [CH:1]1([S:4]([C:7]2[CH:12]=[C:11]([CH:10]=[C:9]([O:16][CH3:17])[CH:8]=2)[NH2:13])(=[O:6])=[O:5])[CH2:3][CH2:2]1, predict the reactants needed to synthesize it. The reactants are: [CH:1]1([S:4]([C:7]2[CH:12]=[C:11]([N+:13]([O-])=O)[CH:10]=[C:9]([O:16][CH3:17])[CH:8]=2)(=[O:6])=[O:5])[CH2:3][CH2:2]1.[Cl-].[NH4+].